From a dataset of NCI-60 drug combinations with 297,098 pairs across 59 cell lines. Regression. Given two drug SMILES strings and cell line genomic features, predict the synergy score measuring deviation from expected non-interaction effect. Drug 1: C1CN1P(=S)(N2CC2)N3CC3. Drug 2: C1CC(=O)NC(=O)C1N2C(=O)C3=CC=CC=C3C2=O. Cell line: IGROV1. Synergy scores: CSS=11.8, Synergy_ZIP=-3.19, Synergy_Bliss=0.655, Synergy_Loewe=-4.73, Synergy_HSA=-0.592.